This data is from Blood-brain barrier permeability regression values from the B3DB database. The task is: Regression/Classification. Given a drug SMILES string, predict its absorption, distribution, metabolism, or excretion properties. Task type varies by dataset: regression for continuous measurements (e.g., permeability, clearance, half-life) or binary classification for categorical outcomes (e.g., BBB penetration, CYP inhibition). For this dataset (b3db_regression), we predict Y. (1) The drug is CN(C1CCN(CC1)CC(COC2=CC(=C(C=C2)F)F)O)C3=NC4=CC=CC=C4S3. The Y is 0.590 log(BB ratio). (2) The molecule is CC(C)C1=CC(=C(C=C1)OC)CNC2CCCNC2C3=CC=CC=C3. The Y is 0.920 log(BB ratio). (3) The drug is C1CN(CCC1COC2=CC=C(C=C2)C#N)CC=CI. The Y is 1.13 log(BB ratio). (4) The drug is C1CN(CCN(C1)C2=CC=C(C=C2)Cl)CCCC(=O)C3=CC=C(C=C3)F. The Y is 1.48 log(BB ratio). (5) The Y is 0.220 log(BB ratio). The molecule is CCOC(C)(C)C. (6) The molecule is CC1=CN(C(=O)NC1=O)C2C=CC(O2)CO. The Y is -0.480 log(BB ratio).